This data is from Full USPTO retrosynthesis dataset with 1.9M reactions from patents (1976-2016). The task is: Predict the reactants needed to synthesize the given product. Given the product [C:1]([O:5][C:6]([N:8]1[CH2:13][CH2:12][N:11]([S:23]([C:18]2[CH:19]=[CH:20][CH:21]=[CH:22][C:17]=2[NH2:14])(=[O:25])=[O:24])[CH2:10][CH2:9]1)=[O:7])([CH3:4])([CH3:2])[CH3:3], predict the reactants needed to synthesize it. The reactants are: [C:1]([O:5][C:6]([N:8]1[CH2:13][CH2:12][NH:11][CH2:10][CH2:9]1)=[O:7])([CH3:4])([CH3:3])[CH3:2].[N+:14]([C:17]1[CH:22]=[CH:21][CH:20]=[CH:19][C:18]=1[S:23](Cl)(=[O:25])=[O:24])([O-])=O.